This data is from NCI-60 drug combinations with 297,098 pairs across 59 cell lines. The task is: Regression. Given two drug SMILES strings and cell line genomic features, predict the synergy score measuring deviation from expected non-interaction effect. (1) Drug 1: C1C(C(OC1N2C=C(C(=O)NC2=O)F)CO)O. Drug 2: CC(C)(C#N)C1=CC(=CC(=C1)CN2C=NC=N2)C(C)(C)C#N. Cell line: SF-268. Synergy scores: CSS=21.6, Synergy_ZIP=-5.72, Synergy_Bliss=-1.24, Synergy_Loewe=-16.3, Synergy_HSA=-2.36. (2) Drug 1: CC1=C2C(C(=O)C3(C(CC4C(C3C(C(C2(C)C)(CC1OC(=O)C(C(C5=CC=CC=C5)NC(=O)C6=CC=CC=C6)O)O)OC(=O)C7=CC=CC=C7)(CO4)OC(=O)C)O)C)OC(=O)C. Drug 2: CC12CCC3C(C1CCC2OP(=O)(O)O)CCC4=C3C=CC(=C4)OC(=O)N(CCCl)CCCl.[Na+]. Cell line: OVCAR-8. Synergy scores: CSS=65.9, Synergy_ZIP=19.9, Synergy_Bliss=15.1, Synergy_Loewe=-30.6, Synergy_HSA=16.2. (3) Drug 1: CC1C(C(=O)NC(C(=O)N2CCCC2C(=O)N(CC(=O)N(C(C(=O)O1)C(C)C)C)C)C(C)C)NC(=O)C3=C4C(=C(C=C3)C)OC5=C(C(=O)C(=C(C5=N4)C(=O)NC6C(OC(=O)C(N(C(=O)CN(C(=O)C7CCCN7C(=O)C(NC6=O)C(C)C)C)C)C(C)C)C)N)C. Drug 2: CNC(=O)C1=NC=CC(=C1)OC2=CC=C(C=C2)NC(=O)NC3=CC(=C(C=C3)Cl)C(F)(F)F. Cell line: SN12C. Synergy scores: CSS=-0.800, Synergy_ZIP=-3.24, Synergy_Bliss=-6.81, Synergy_Loewe=-25.4, Synergy_HSA=-10.8. (4) Drug 1: C#CCC(CC1=CN=C2C(=N1)C(=NC(=N2)N)N)C3=CC=C(C=C3)C(=O)NC(CCC(=O)O)C(=O)O. Cell line: MOLT-4. Synergy scores: CSS=-2.94, Synergy_ZIP=3.22, Synergy_Bliss=0.266, Synergy_Loewe=-6.29, Synergy_HSA=-6.29. Drug 2: CN(C(=O)NC(C=O)C(C(C(CO)O)O)O)N=O.